This data is from Reaction yield outcomes from USPTO patents with 853,638 reactions. The task is: Predict the reaction yield, written as a fraction of the theoretical maximum amount of product (1.0 means a 100% yield; for example, 0.34 means a 34% yield). (1) The reactants are [CH3:1][N:2]1[C:6]2[CH:7]=[CH:8][C:9]([C:11]([OH:13])=O)=[CH:10][C:5]=2[N:4]=[N:3]1.[NH:14]1[CH2:19][CH2:18][CH2:17][C@@H:16]2[C:20]3[CH:21]=[CH:22][CH:23]=[CH:24][C:25]=3[CH2:26][C@H:15]12.F[P-](F)(F)(F)(F)F.N1(OC(N(C)C)=[N+](C)C)C2N=CC=CC=2N=N1. No catalyst specified. The product is [N:14]1([C:11]([C:9]2[CH:8]=[CH:7][C:6]3[N:2]([CH3:1])[N:3]=[N:4][C:5]=3[CH:10]=2)=[O:13])[CH2:19][CH2:18][CH2:17][C@@H:16]2[C:20]3[CH:21]=[CH:22][CH:23]=[CH:24][C:25]=3[CH2:26][C@H:15]12. The yield is 0.650. (2) The reactants are [C:1]([O:5][C:6]([N:8]1[CH2:12][CH2:11][C@@H:10]([CH2:13][C:14]([OH:16])=O)[CH2:9]1)=[O:7])([CH3:4])([CH3:3])[CH3:2].[NH:17]([C:19]1[N:20]=[C:21]2[CH:27]=[CH:26][N:25]([S:28]([C:31]3[CH:37]=[CH:36][C:34]([CH3:35])=[CH:33][CH:32]=3)(=[O:30])=[O:29])[C:22]2=[N:23][CH:24]=1)[NH2:18].CN(C(ON1N=NC2C=CC=NC1=2)=[N+](C)C)C.F[P-](F)(F)(F)(F)F. The catalyst is CN(C=O)C.CCOC(C)=O. The product is [O:16]=[C:14]([NH:18][NH:17][C:19]1[N:20]=[C:21]2[CH:27]=[CH:26][N:25]([S:28]([C:31]3[CH:37]=[CH:36][C:34]([CH3:35])=[CH:33][CH:32]=3)(=[O:30])=[O:29])[C:22]2=[N:23][CH:24]=1)[CH2:13][C@@H:10]1[CH2:11][CH2:12][N:8]([C:6]([O:5][C:1]([CH3:2])([CH3:3])[CH3:4])=[O:7])[CH2:9]1. The yield is 1.00. (3) The reactants are [OH:1][C@H:2]([CH:8]([CH3:10])[CH3:9])[C:3]([O:5][CH2:6][CH3:7])=[O:4].O[C:12]1[CH:19]=[CH:18][C:15]([CH:16]=[O:17])=[CH:14][CH:13]=1.C1(P(C2C=CC=CC=2)C2C=CC=CC=2)C=CC=CC=1.N(C(OC(C)C)=O)=NC(OC(C)C)=O. The product is [CH:16]([C:15]1[CH:18]=[CH:19][C:12]([O:1][C@@H:2]([CH:8]([CH3:10])[CH3:9])[C:3]([O:5][CH2:6][CH3:7])=[O:4])=[CH:13][CH:14]=1)=[O:17]. The catalyst is O1CCCC1. The yield is 0.510.